From a dataset of Reaction yield outcomes from USPTO patents with 853,638 reactions. Predict the reaction yield, written as a fraction of the theoretical maximum amount of product (1.0 means a 100% yield; for example, 0.34 means a 34% yield). (1) The catalyst is C(O)C. The yield is 0.800. The product is [Br:21][C:12]1[CH:13]=[C:14]([O:19][CH3:20])[C:15]([O:17][CH3:18])=[CH:16][C:11]=1[C:9]1[CH:8]=[N:7][C:6]2=[C:2]([N:22]3[CH2:27][CH2:26][O:25][CH2:24][CH2:23]3)[S:3][N:4]=[C:5]2[CH:10]=1. The reactants are Br[C:2]1[S:3][N:4]=[C:5]2[CH:10]=[C:9]([C:11]3[CH:16]=[C:15]([O:17][CH3:18])[C:14]([O:19][CH3:20])=[CH:13][C:12]=3[Br:21])[CH:8]=[N:7][C:6]=12.[NH:22]1[CH2:27][CH2:26][O:25][CH2:24][CH2:23]1. (2) The reactants are [NH2:1][C:2]1[N:10]=[C:9]2[C:5]([N:6]=[C:7]([S:11][CH3:12])[NH:8]2)=[C:4]([N:13]2[CH2:18][CH2:17][N:16]([C:19](=[O:29])[CH2:20][O:21][C:22]3[CH:27]=[CH:26][C:25]([Cl:28])=[CH:24][CH:23]=3)[CH2:15][CH2:14]2)[N:3]=1.[CH3:30]I. The product is [NH2:1][C:2]1[N:10]=[C:9]2[C:5]([N:6]=[C:7]([S:11][CH3:12])[N:8]2[CH3:30])=[C:4]([N:13]2[CH2:18][CH2:17][N:16]([C:19](=[O:29])[CH2:20][O:21][C:22]3[CH:27]=[CH:26][C:25]([Cl:28])=[CH:24][CH:23]=3)[CH2:15][CH2:14]2)[N:3]=1. The yield is 0.970. No catalyst specified. (3) The reactants are Cl[CH2:2][C:3]1[CH:28]=[CH:27][C:6]([C:7]([NH:9][C:10]2[S:11][C:12]3[C:18]([N:19]4[CH2:24][CH2:23][O:22][CH2:21][CH2:20]4)=[CH:17][CH:16]=[C:15]([O:25][CH3:26])[C:13]=3[N:14]=2)=[O:8])=[CH:5][CH:4]=1.[CH3:29][NH:30][CH2:31][CH2:32][O:33][C:34](=[O:45])[C:35]1[CH:40]=[CH:39][C:38]([O:41][CH3:42])=[C:37]([O:43][CH3:44])[CH:36]=1.C(N(C(C)C)C(C)C)C. No catalyst specified. The product is [CH3:26][O:25][C:15]1[C:13]2[N:14]=[C:10]([NH:9][C:7]([C:6]3[CH:5]=[CH:4][C:3]([CH2:2][N:30]([CH3:29])[CH2:31][CH2:32][O:33][C:34](=[O:45])[C:35]4[CH:40]=[CH:39][C:38]([O:41][CH3:42])=[C:37]([O:43][CH3:44])[CH:36]=4)=[CH:28][CH:27]=3)=[O:8])[S:11][C:12]=2[C:18]([N:19]2[CH2:24][CH2:23][O:22][CH2:21][CH2:20]2)=[CH:17][CH:16]=1. The yield is 0.570. (4) The reactants are Br[C:2]1[CH:7]=[CH:6][CH:5]=[CH:4][C:3]=1[C:8]1[N:12]([C:13]([CH3:16])([CH3:15])[CH3:14])[C:11]2[CH:17]=[CH:18][C:19]([C:21]3[CH:22]=[N:23][C:24]([NH2:27])=[N:25][CH:26]=3)=[CH:20][C:10]=2[N:9]=1.[CH3:28][N:29]1[CH:33]=[C:32](B2OC(C)(C)C(C)(C)O2)[CH:31]=[N:30]1.C([O-])([O-])=O.[K+].[K+]. The catalyst is CN(C=O)C.O.C1C=CC([P]([Pd]([P](C2C=CC=CC=2)(C2C=CC=CC=2)C2C=CC=CC=2)([P](C2C=CC=CC=2)(C2C=CC=CC=2)C2C=CC=CC=2)[P](C2C=CC=CC=2)(C2C=CC=CC=2)C2C=CC=CC=2)(C2C=CC=CC=2)C2C=CC=CC=2)=CC=1. The product is [C:13]([N:12]1[C:11]2[CH:17]=[CH:18][C:19]([C:21]3[CH:22]=[N:23][C:24]([NH2:27])=[N:25][CH:26]=3)=[CH:20][C:10]=2[N:9]=[C:8]1[C:3]1[CH:4]=[CH:5][CH:6]=[CH:7][C:2]=1[C:32]1[CH:31]=[N:30][N:29]([CH3:28])[CH:33]=1)([CH3:16])([CH3:15])[CH3:14]. The yield is 0.340. (5) The reactants are [NH2:1][C:2]1[C:10]([Cl:11])=[CH:9][C:5]([C:6]([OH:8])=O)=[C:4]([O:12][CH3:13])[CH:3]=1.C(N1C=CN=C1)(N1C=CN=C1)=O.C(N(CC)CC)C.C(O)(=O)CCC(O)=O.[N:41]1([CH2:46][CH2:47][CH2:48][N:49]2[CH2:54][CH2:53][CH:52]([CH2:55][NH2:56])[CH2:51][CH2:50]2)[CH:45]=[CH:44][N:43]=[N:42]1. The catalyst is C(#N)C.O. The product is [N:41]1([CH2:46][CH2:47][CH2:48][N:49]2[CH2:50][CH2:51][CH:52]([CH2:55][NH:56][C:6](=[O:8])[C:5]3[CH:9]=[C:10]([Cl:11])[C:2]([NH2:1])=[CH:3][C:4]=3[O:12][CH3:13])[CH2:53][CH2:54]2)[CH:45]=[CH:44][N:43]=[N:42]1. The yield is 0.980. (6) The reactants are C([N:8]1[CH2:13][CH2:12][O:11][CH:10]([CH2:14][N:15]2[C:23]3[C:18](=[CH:19][C:20]([O:24][CH:25]([F:27])[F:26])=[CH:21][CH:22]=3)[C:17]([C:28]3[N:29]=[C:30]4[C:36]([C:37]([NH:39][C:40]([CH3:43])([CH3:42])[CH3:41])=[O:38])=[CH:35][N:34]([CH2:44][O:45][CH2:46][CH2:47][Si:48]([CH3:51])([CH3:50])[CH3:49])[C:31]4=[N:32][CH:33]=3)=[N:16]2)[CH2:9]1)C1C=CC=CC=1.[H][H]. The catalyst is C(OCC)(=O)C.CO.[Pd]. The product is [C:40]([NH:39][C:37]([C:36]1[C:30]2[C:31](=[N:32][CH:33]=[C:28]([C:17]3[C:18]4[C:23](=[CH:22][CH:21]=[C:20]([O:24][CH:25]([F:27])[F:26])[CH:19]=4)[N:15]([CH2:14][CH:10]4[O:11][CH2:12][CH2:13][NH:8][CH2:9]4)[N:16]=3)[N:29]=2)[N:34]([CH2:44][O:45][CH2:46][CH2:47][Si:48]([CH3:51])([CH3:50])[CH3:49])[CH:35]=1)=[O:38])([CH3:43])([CH3:42])[CH3:41]. The yield is 0.880.